From a dataset of Catalyst prediction with 721,799 reactions and 888 catalyst types from USPTO. Predict which catalyst facilitates the given reaction. (1) Reactant: [C:1]([O:5][C:6]([N:8]1[CH2:13][C@@H:12]([C:14](=[O:37])[NH:15][CH2:16][C:17]2([CH2:31][CH2:32][CH2:33][CH2:34][O:35][CH3:36])[C:30]3[CH:29]=[CH:28][CH:27]=[CH:26][C:25]=3[O:24][C:23]3[C:18]2=[CH:19][CH:20]=[CH:21][CH:22]=3)[CH2:11][C@@H:10]([C:38](O)=[O:39])[CH2:9]1)=[O:7])([CH3:4])([CH3:3])[CH3:2].C[O:42][CH2:43][C@H:44]1[CH2:48][CH2:47][CH2:46][NH:45]1. Product: [C:1]([O:5][C:6]([N:8]1[CH2:13][C@@H:12]([C:14](=[O:37])[NH:15][CH2:16][C:17]2([CH2:31][CH2:32][CH2:33][CH2:34][O:35][CH3:36])[C:30]3[CH:29]=[CH:28][CH:27]=[CH:26][C:25]=3[O:24][C:23]3[C:18]2=[CH:19][CH:20]=[CH:21][CH:22]=3)[CH2:11][C@@H:10]([C:38]([N:45]2[CH2:46][CH2:47][CH2:48][C@@H:44]2[CH2:43][OH:42])=[O:39])[CH2:9]1)=[O:7])([CH3:4])([CH3:3])[CH3:2]. The catalyst class is: 66. (2) The catalyst class is: 135. Reactant: [NH2:1][C@H:2]1[CH2:6][N:5]([C:7](OC(C)(C)C)=O)[C@@H:4]([CH2:14][O:15][C:16]2[CH:21]=[CH:20][C:19]([O:22][CH3:23])=[CH:18][CH:17]=2)[CH2:3]1.CC[N:26](C(C)C)C(C)C.[Cl:33][C:34]1[CH:39]=[CH:38][C:37]([Cl:40])=[CH:36][C:35]=1[S:41](Cl)(=[O:43])=[O:42].Cl.N#CBr.C(O)C(N)(CO)CO. Product: [Cl:33][C:34]1[CH:39]=[CH:38][C:37]([Cl:40])=[CH:36][C:35]=1[S:41]([NH:1][C@@H:2]1[CH2:3][C@H:4]([CH2:14][O:15][C:16]2[CH:17]=[CH:18][C:19]([O:22][CH3:23])=[CH:20][CH:21]=2)[N:5]([C:7]#[N:26])[CH2:6]1)(=[O:43])=[O:42]. (3) Reactant: [S:1]1[CH2:6][CH2:5][CH:4]([NH:7][C:8]2[N:16]=[CH:15][CH:14]=[CH:13][C:9]=2[C:10]([OH:12])=O)[CH2:3][CH2:2]1.CCN(C(C)C)C(C)C.CN(C(ON1N=NC2C=CC=NC1=2)=[N+](C)C)C.F[P-](F)(F)(F)(F)F.[NH2:50][C@@H:51]1[CH2:56][CH2:55][C@H:54]([NH:57][C:58](=[O:64])[O:59][C:60]([CH3:63])([CH3:62])[CH3:61])[CH2:53][CH2:52]1. Product: [S:1]1[CH2:2][CH2:3][CH:4]([NH:7][C:8]2[C:9]([C:10]([NH:50][C@@H:51]3[CH2:56][CH2:55][C@H:54]([NH:57][C:58](=[O:64])[O:59][C:60]([CH3:62])([CH3:61])[CH3:63])[CH2:53][CH2:52]3)=[O:12])=[CH:13][CH:14]=[CH:15][N:16]=2)[CH2:5][CH2:6]1. The catalyst class is: 18. (4) Reactant: [Cl:1][C:2]1[CH:3]=[N:4][C:5]([CH2:8][CH2:9][CH2:10][C:11]#[CH:12])=NC=1.CCCCCCC.C(OCC)(=O)C. Product: [Cl:1][C:2]1[CH:3]=[N:4][C:5]2[CH2:8][CH2:9][CH2:10][C:11]=2[CH:12]=1. The catalyst class is: 641.